This data is from Experimentally validated miRNA-target interactions with 360,000+ pairs, plus equal number of negative samples. The task is: Binary Classification. Given a miRNA mature sequence and a target amino acid sequence, predict their likelihood of interaction. (1) The miRNA is rno-miR-23b-3p with sequence AUCACAUUGCCAGGGAUUACC. The protein sequence of the target gene is MERGKKKRISNKLQQTFHHSKEPTFLINQAGLLSSDSYSSLSPETESVNPGENIKTDTQKKRPGTVILSKLSSRRIISESQLSPPVIPARRPGFRVCYICGREFGSQSIAIHEPQCLQKWHIENSKLPKHLRRPEPSKPQSLSSSGSYSLQATNEAAFQSAQAQLLPCESCGRTFLPDHLLVHHRSCKPKGEGPRAPHSNSSDHLTGLKKACSGTPARPRTVICYICGKEFGTLSLPIHEPKCLEKWKMENDRLPVELHQPLPQKPQPLPNAQSSQAGPNQAQLVFCPHCSRIFTSDRLL.... Result: 0 (no interaction). (2) The miRNA is hsa-miR-224-3p with sequence AAAAUGGUGCCCUAGUGACUACA. The protein sequence of the target gene is MEAGSVVRAIFDFCPSVSEELPLFVGDIIEVLAVVDEFWLLGKKEDVTGQFPSSFVEIVTIPSLKEGERLFVCICEFTSQELDNLPLHRGDLVILDGIPTAGWLQGRSCWGARGFFPSSCVRELCLSSQSRQWHSQSALFQIPEYSMGQARALMGLSAQLDEELDFREGDVITIIGVPEPGWFEGELEGRRGIFPEGFVELLGPLRTVDESVSSGNQDDCIVNGEVDTPVGEEEIGPDEDEEEPGTYGVALYRFQALEPNELDFEVGDKIRILATLEDGWLEGSLKGRTGIFPYRFVKLC.... Result: 0 (no interaction).